This data is from Forward reaction prediction with 1.9M reactions from USPTO patents (1976-2016). The task is: Predict the product of the given reaction. (1) Given the reactants [CH2:1]([O:8][C:9]([C:11]1[C:19]2[C:14](=[CH:15][CH:16]=[C:17]([O:20][C:21]([C:24]([O:26]CC)=[O:25])([CH3:23])[CH3:22])[CH:18]=2)[NH:13][C:12]=1[CH3:29])=[O:10])[C:2]1[CH:7]=[CH:6][CH:5]=[CH:4][CH:3]=1.[Li+].[OH-], predict the reaction product. The product is: [CH2:1]([O:8][C:9]([C:11]1[C:19]2[C:14](=[CH:15][CH:16]=[C:17]([O:20][C:21]([C:24]([OH:26])=[O:25])([CH3:23])[CH3:22])[CH:18]=2)[NH:13][C:12]=1[CH3:29])=[O:10])[C:2]1[CH:7]=[CH:6][CH:5]=[CH:4][CH:3]=1. (2) Given the reactants Br.Br.[CH3:3][N:4]1[CH2:9][C@@H:8]2[CH2:10][C@H:5]1CN2.[CH2:11]([N:13](C(C)C)C(C)C)C.Br[C:21]1[CH:26]=[CH:25][C:24]([Br:27])=[CH:23][N:22]=1.Cl.C([O-])([O-])=O.[K+].[K+], predict the reaction product. The product is: [Br:27][C:24]1[CH:25]=[CH:26][C:21]([N:13]2[CH2:11][C@H:8]3[CH2:10][C@H:5]2[N:4]([CH3:3])[CH2:9]3)=[N:22][CH:23]=1. (3) Given the reactants [C:1]([O:5][C:6]([N:8]1[CH2:12][CH2:11][CH2:10][CH:9]1[C:13]1[NH:14][C:15]([C:18]2[CH:23]=[CH:22][C:21]([C:24]3[C:33]4[C:28](=[C:29](OS(C(F)(F)F)(=O)=O)[CH:30]=[CH:31][CH:32]=4)[CH:27]=[CH:26][CH:25]=3)=[CH:20][CH:19]=2)=[CH:16][N:17]=1)=[O:7])([CH3:4])([CH3:3])[CH3:2].[B:42]1([B:42]2[O:46][C:45]([CH3:48])([CH3:47])[C:44]([CH3:50])([CH3:49])[O:43]2)[O:46][C:45]([CH3:48])([CH3:47])[C:44]([CH3:50])([CH3:49])[O:43]1.C([O-])(=O)C.[K+], predict the reaction product. The product is: [C:1]([O:5][C:6]([N:8]1[CH2:12][CH2:11][CH2:10][CH:9]1[C:13]1[NH:14][C:15]([C:18]2[CH:23]=[CH:22][C:21]([C:24]3[C:33]4[C:28](=[C:29]([B:42]5[O:46][C:45]([CH3:48])([CH3:47])[C:44]([CH3:50])([CH3:49])[O:43]5)[CH:30]=[CH:31][CH:32]=4)[CH:27]=[CH:26][CH:25]=3)=[CH:20][CH:19]=2)=[CH:16][N:17]=1)=[O:7])([CH3:3])([CH3:2])[CH3:4].